Dataset: Forward reaction prediction with 1.9M reactions from USPTO patents (1976-2016). Task: Predict the product of the given reaction. (1) Given the reactants [CH3:1][O:2][N:3]=[C:4]1[C@@H:9]([CH:10]=[O:11])[CH2:8][C@H:7]2[CH2:12][C@@H:5]1[C:6]2([CH3:14])[CH3:13].[BH4-].[Na+].C([O-])(O)=O.[Na+], predict the reaction product. The product is: [CH3:1][O:2][N:3]=[C:4]1[C@@H:9]([CH2:10][OH:11])[CH2:8][C@H:7]2[CH2:12][C@@H:5]1[C:6]2([CH3:14])[CH3:13]. (2) Given the reactants [C:1](#[N:10])[CH:2]=[CH:3][C:4]1[CH:9]=[CH:8][CH:7]=[CH:6][CH:5]=1.[CH3:11][C:12]1[NH:16][N:15]=[C:14]([NH2:17])[CH:13]=1.[NH2:18][C:19]1[CH:24]=[CH:23][CH:22]=[CH:21][CH:20]=1, predict the reaction product. The product is: [CH3:11][C:12]1[NH:16][N:15]=[C:14]([NH:17][C:3]2[CH:2]=[C:1]([NH:18][C:19]3[CH:24]=[CH:23][CH:22]=[CH:21][CH:20]=3)[N:10]=[C:1]([CH:2]=[CH:3][C:4]3[CH:9]=[CH:8][CH:7]=[CH:6][CH:5]=3)[N:10]=2)[CH:13]=1. (3) Given the reactants [CH:1]1[CH:6]=[CH:5][C:4]([CH2:7][O:8][C:9]([C@@H:11]([NH:17][C:18]([O:20][CH2:21][C:22]2[CH:27]=[CH:26][CH:25]=[CH:24][CH:23]=2)=[O:19])[CH2:12][CH2:13][C:14]([OH:16])=O)=[O:10])=[CH:3][CH:2]=1.[C:28]([C:35]1NC=CN=1)(C1NC=CN=1)=[O:29].C([O-])(=O)[CH2:41][C:42]([O-])=[O:43].C([Mg+2])C, predict the reaction product. The product is: [CH2:42]([O:43][C:28](=[O:29])[CH2:35][C:14](=[O:16])[CH2:13][CH2:12][C@H:11]([NH:17][C:18]([O:20][CH2:21][C:22]1[CH:27]=[CH:26][CH:25]=[CH:24][CH:23]=1)=[O:19])[C:9]([O:8][CH2:7][C:4]1[CH:3]=[CH:2][CH:1]=[CH:6][CH:5]=1)=[O:10])[CH3:41]. (4) Given the reactants [C:1]([C:3]1[NH:20][C:6]2[CH:7]([C:14]([O:16][CH:17]([CH3:19])[CH3:18])=[O:15])[CH2:8][NH:9][CH2:10][C:11]([CH3:13])([CH3:12])[C:5]=2[CH:4]=1)#[N:2].[Cl:21][C:22]1[CH:23]=[C:24]([CH:28]=[CH:29][CH:30]=1)[C:25](Cl)=[O:26], predict the reaction product. The product is: [Cl:21][C:22]1[CH:23]=[C:24]([CH:28]=[CH:29][CH:30]=1)[C:25]([N:9]1[CH2:10][C:11]([CH3:13])([CH3:12])[C:5]2[CH:4]=[C:3]([C:1]#[N:2])[NH:20][C:6]=2[CH:7]([C:14]([O:16][CH:17]([CH3:18])[CH3:19])=[O:15])[CH2:8]1)=[O:26].